Dataset: Forward reaction prediction with 1.9M reactions from USPTO patents (1976-2016). Task: Predict the product of the given reaction. (1) Given the reactants [C:1]([O:5][C:6]([N:8]1[CH2:13][CH2:12][CH:11]([C:14]([O:16][CH2:17][CH3:18])=[O:15])[CH2:10][CH2:9]1)=[O:7])([CH3:4])([CH3:3])[CH3:2].[Li+].CC([N-]C(C)C)C.[F:27][C:28]([F:34])([F:33])S([O-])(=O)=O.[F:27][C:28]([F:34])([F:33])[S+]1C2C=CC=CC=2C2C=CC=CC1=2, predict the reaction product. The product is: [C:1]([O:5][C:6]([N:8]1[CH2:13][CH2:12][C:11]([C:28]([F:34])([F:33])[F:27])([C:14]([O:16][CH2:17][CH3:18])=[O:15])[CH2:10][CH2:9]1)=[O:7])([CH3:4])([CH3:3])[CH3:2]. (2) Given the reactants [F:1][C:2]1[C:7]2[C:8]([C:18](=[O:21])[NH:19][CH3:20])=[C:9]([C:11]3[CH:16]=[CH:15][C:14]([F:17])=[CH:13][CH:12]=3)[O:10][C:6]=2[CH:5]=[CH:4][C:3]=1[C:22]1[CH:23]=[C:24]([CH:28]=[CH:29][C:30]=1[CH3:31])[C:25]([OH:27])=O.Cl.[N:33]1[CH:38]=[CH:37][C:36]([C:39]2([NH2:42])[CH2:41][CH2:40]2)=[N:35][CH:34]=1.CN([P+](ON1N=NC2C=CC=CC1=2)(N(C)C)N(C)C)C.F[P-](F)(F)(F)(F)F, predict the reaction product. The product is: [F:1][C:2]1[C:7]2[C:8]([C:18]([NH:19][CH3:20])=[O:21])=[C:9]([C:11]3[CH:12]=[CH:13][C:14]([F:17])=[CH:15][CH:16]=3)[O:10][C:6]=2[CH:5]=[CH:4][C:3]=1[C:22]1[CH:23]=[C:24]([C:25](=[O:27])[NH:42][C:39]2([C:36]3[CH:37]=[CH:38][N:33]=[CH:34][N:35]=3)[CH2:41][CH2:40]2)[CH:28]=[CH:29][C:30]=1[CH3:31]. (3) Given the reactants [N:1]1[C:2]([CH2:10][N:11]([CH3:22])[C@@H:12]2[C:21]3[N:20]=[CH:19][CH:18]=[CH:17][C:16]=3[CH2:15][CH2:14][CH2:13]2)=[CH:3][N:4]2[CH:9]=[CH:8][CH:7]=[CH:6][C:5]=12.CNC1CCN(C)C1.CN(CC1N=[C:46]2C=CC=[CH:48][N:47]2[C:52]=1[CH2:53][N:54]1[CH2:59][CH2:58]OC[CH2:55]1)[C@@H]1C2N=CC=CC=2CCC1, predict the reaction product. The product is: [CH3:22][N:11]([CH2:10][C:2]1[N:1]=[C:5]2[CH:6]=[CH:7][CH:8]=[CH:9][N:4]2[C:3]=1[CH2:48][N:47]([CH3:46])[CH:52]1[CH2:58][CH2:59][N:54]([CH3:55])[CH2:53]1)[C@@H:12]1[C:21]2[N:20]=[CH:19][CH:18]=[CH:17][C:16]=2[CH2:15][CH2:14][CH2:13]1. (4) Given the reactants [CH3:1][O:2][C:3](=[O:31])[C:4]1[CH:9]=[CH:8][C:7]([CH2:10][N:11]2[CH:15]=[C:14]([C:16]3[CH:21]=[CH:20][C:19]([Cl:22])=[CH:18][C:17]=3[Cl:23])[N:13]=[C:12]2[C:24]2[CH:29]=[CH:28][C:27](Br)=[CH:26][CH:25]=2)=[CH:6][CH:5]=1.[CH3:32][S:33]([C:36]1[CH:37]=[C:38](B(O)O)[CH:39]=[CH:40][CH:41]=1)(=[O:35])=[O:34], predict the reaction product. The product is: [CH3:1][O:2][C:3](=[O:31])[C:4]1[CH:9]=[CH:8][C:7]([CH2:10][N:11]2[CH:15]=[C:14]([C:16]3[CH:21]=[CH:20][C:19]([Cl:22])=[CH:18][C:17]=3[Cl:23])[N:13]=[C:12]2[C:24]2[CH:29]=[CH:28][C:27]([C:40]3[CH:39]=[CH:38][CH:37]=[C:36]([S:33]([CH3:32])(=[O:35])=[O:34])[CH:41]=3)=[CH:26][CH:25]=2)=[CH:6][CH:5]=1.